From a dataset of Catalyst prediction with 721,799 reactions and 888 catalyst types from USPTO. Predict which catalyst facilitates the given reaction. Reactant: [CH:1]1([CH2:6][C:7]2[C:8](=[O:13])[NH:9][CH:10]=[CH:11][CH:12]=2)[CH2:5][CH:4]=[CH:3][CH2:2]1.[F:14][C:15]([F:28])([F:27])[S:16](O[S:16]([C:15]([F:28])([F:27])[F:14])(=[O:18])=[O:17])(=[O:18])=[O:17].N1C(C)=CC=CC=1C. Product: [F:14][C:15]([F:28])([F:27])[S:16]([O:13][CH:8]1[C:7]([CH2:6][CH:1]2[CH2:2][CH:3]=[CH:4][CH2:5]2)=[CH:12][CH:11]=[CH:10][NH:9]1)(=[O:18])=[O:17]. The catalyst class is: 4.